From a dataset of Retrosynthesis with 50K atom-mapped reactions and 10 reaction types from USPTO. Predict the reactants needed to synthesize the given product. (1) Given the product CCCCN(CCCC)C(=O)c1cn(CCN2CCN(C)CC2)c(-c2ccc(C(=O)OC)cc2C(=O)O)n1, predict the reactants needed to synthesize it. The reactants are: CCCCN(CCCC)C(=O)c1cn(CCN2CCN(C)CC2)c(-c2ccc(C(=O)OC)cc2C(=O)OCc2ccccc2)n1. (2) Given the product Cc1nc(C(F)(F)F)ccc1C(=O)Nc1ccc(Cl)c(-c2ccc(OCC(F)(F)F)cn2)c1, predict the reactants needed to synthesize it. The reactants are: Cc1nc(C(F)(F)F)ccc1C(=O)Nc1ccc(Cl)c(-c2ccc(O)cn2)c1.FC(F)(F)CI. (3) Given the product CN1C(=O)CC[C@]2(C)c3ccc(CCc4ccccc4)cc3CC[C@@H]12, predict the reactants needed to synthesize it. The reactants are: CN1C(=O)CC[C@]2(C)c3ccc(C=Cc4ccccc4)cc3CC[C@@H]12. (4) Given the product COc1cc(Cl)ccc1NS(=O)(=O)c1cccs1, predict the reactants needed to synthesize it. The reactants are: COc1cc(Cl)ccc1N.O=S(=O)(Cl)c1cccs1. (5) Given the product CCOc1ccc(C(=O)Nc2ccc3c(c2Cl)CN(C)CC3)cc1Br, predict the reactants needed to synthesize it. The reactants are: C=O.CCOc1ccc(C(=O)Nc2ccc3c(c2Cl)CNCC3)cc1Br. (6) Given the product CC(C)(C#N)c1ccc(N)cn1, predict the reactants needed to synthesize it. The reactants are: CC(C)(C#N)c1ccc([N+](=O)[O-])cn1. (7) Given the product COC(=O)c1ccc(-c2ccccc2)c(Cl)c1, predict the reactants needed to synthesize it. The reactants are: COC(=O)c1ccc(OS(=O)(=O)C(F)(F)F)c(Cl)c1.OB(O)c1ccccc1.